Dataset: Reaction yield outcomes from USPTO patents with 853,638 reactions. Task: Predict the reaction yield, written as a fraction of the theoretical maximum amount of product (1.0 means a 100% yield; for example, 0.34 means a 34% yield). (1) The reactants are [F:1][C:2]1[CH:9]=[CH:8][CH:7]=[C:6]([F:10])[C:3]=1[CH2:4]Cl.[N-:11]=[N+:12]=[N-:13].[Na+].O.C1CCCCC1. The catalyst is CS(C)=O. The product is [F:1][C:2]1[CH:9]=[CH:8][CH:7]=[C:6]([F:10])[C:3]=1[CH2:4][N:11]=[N+:12]=[N-:13]. The yield is 0.970. (2) The reactants are Br[C:2]1[CH:3]=[C:4]2[CH:10]=[CH:9][NH:8][C:5]2=[N:6][CH:7]=1.[N:11]1([C:17]([C:19]2[CH:20]=[C:21](B(O)O)[CH:22]=[CH:23][CH:24]=2)=[O:18])[CH2:16][CH2:15][O:14][CH2:13][CH2:12]1.C(=O)(O)[O-].[Na+]. The catalyst is O1CCOCC1.O.C1C=CC([P]([Pd]([P](C2C=CC=CC=2)(C2C=CC=CC=2)C2C=CC=CC=2)([P](C2C=CC=CC=2)(C2C=CC=CC=2)C2C=CC=CC=2)[P](C2C=CC=CC=2)(C2C=CC=CC=2)C2C=CC=CC=2)(C2C=CC=CC=2)C2C=CC=CC=2)=CC=1. The product is [NH:8]1[C:5]2=[N:6][CH:7]=[C:2]([C:23]3[CH:24]=[C:19]([C:17]([N:11]4[CH2:16][CH2:15][O:14][CH2:13][CH2:12]4)=[O:18])[CH:20]=[CH:21][CH:22]=3)[CH:3]=[C:4]2[CH:10]=[CH:9]1. The yield is 0.840. (3) The reactants are [Br:1][C:2]1[CH:7]=[CH:6][C:5]([SH:8])=[CH:4][CH:3]=1.[CH3:9][C:10]([CH3:13])([O-])C.[K+].C1(Br)CC1.O. The catalyst is CS(C)=O. The product is [Br:1][C:2]1[CH:7]=[CH:6][C:5]([S:8][CH:13]2[CH2:10][CH2:9]2)=[CH:4][CH:3]=1. The yield is 0.720. (4) The reactants are [C:1]([C:5]1[NH:6][C:7]2[C:12]([CH:13]=1)=[CH:11][C:10]([N+:14]([O-])=O)=[CH:9][C:8]=2[C:17]#[N:18])([CH3:4])([CH3:3])[CH3:2].[BH4-].[Na+]. The catalyst is CO. The product is [NH2:14][C:10]1[CH:11]=[C:12]2[C:7](=[C:8]([C:17]#[N:18])[CH:9]=1)[NH:6][C:5]([C:1]([CH3:4])([CH3:3])[CH3:2])=[CH:13]2. The yield is 0.320. (5) The reactants are C([O:3][C:4]([CH:6]1[CH2:11][CH2:10][N:9]([C:12]2[C:16]([Cl:17])=[N:15][S:14][N:13]=2)[CH2:8][CH2:7]1)=[O:5])C.[OH-].[Na+]. The catalyst is CCO. The product is [Cl:17][C:16]1[C:12]([N:9]2[CH2:10][CH2:11][CH:6]([C:4]([OH:5])=[O:3])[CH2:7][CH2:8]2)=[N:13][S:14][N:15]=1. The yield is 0.770. (6) The reactants are [Cl:1][CH2:2]C(CCl)=O.[CH2:7]([O:14][C:15]([NH:17][C@H:18]([C:26]([OH:28])=O)[CH2:19][C:20]1[CH:25]=[CH:24][CH:23]=[CH:22][CH:21]=1)=[O:16])[C:8]1[CH:13]=[CH:12][CH:11]=[CH:10][CH:9]=1.[BH4-].[Na+]. The catalyst is CO.O1CCCC1. The product is [CH2:7]([O:14][C:15]([NH:17][C@@H:18]([CH2:19][C:20]1[CH:21]=[CH:22][CH:23]=[CH:24][CH:25]=1)[C@H:26]([OH:28])[CH2:2][Cl:1])=[O:16])[C:8]1[CH:9]=[CH:10][CH:11]=[CH:12][CH:13]=1. The yield is 0.430. (7) The reactants are CC1(C)C(C)(C)OB([C:9]2[CH:10]=[C:11]([CH:28]=[CH:29][CH:30]=2)[C:12]([N:14]2[CH2:20][CH2:19][CH2:18][N:17]([C:21]([O:23][C:24]([CH3:27])([CH3:26])[CH3:25])=[O:22])[CH2:16][CH2:15]2)=[O:13])O1.[Br:32][C:33]1[C:34]2[N:35]([N:40]=[CH:41][N:42]=2)[CH:36]=[C:37](I)[CH:38]=1.C([O-])([O-])=O.[Na+].[Na+].O. The catalyst is O1CCOCC1.C1C=CC([P]([Pd]([P](C2C=CC=CC=2)(C2C=CC=CC=2)C2C=CC=CC=2)([P](C2C=CC=CC=2)(C2C=CC=CC=2)C2C=CC=CC=2)[P](C2C=CC=CC=2)(C2C=CC=CC=2)C2C=CC=CC=2)(C2C=CC=CC=2)C2C=CC=CC=2)=CC=1. The product is [Br:32][C:33]1[C:34]2[N:35]([N:40]=[CH:41][N:42]=2)[CH:36]=[C:37]([C:9]2[CH:10]=[C:11]([CH:28]=[CH:29][CH:30]=2)[C:12]([N:14]2[CH2:20][CH2:19][CH2:18][N:17]([C:21]([O:23][C:24]([CH3:26])([CH3:25])[CH3:27])=[O:22])[CH2:16][CH2:15]2)=[O:13])[CH:38]=1. The yield is 0.627. (8) The reactants are [F:1][C:2]1[CH:7]=[CH:6][C:5]([N:8]2[C:16]3[C:15]([CH3:17])=[CH:14][N:13]([CH2:18][C:19]([C:22]4[CH:27]=[CH:26][C:25]([O:28][CH3:29])=[CH:24][CH:23]=4)([OH:21])[CH3:20])[CH:12]([CH3:30])[C:11]=3[N:10]=[N:9]2)=[CH:4][CH:3]=1.C([O-])=O.[NH4+]. The catalyst is CO.[Pd]. The product is [F:1][C:2]1[CH:7]=[CH:6][C:5]([N:8]2[C:16]3[CH:15]([CH3:17])[CH2:14][N:13]([CH2:18][C:19]([C:22]4[CH:23]=[CH:24][C:25]([O:28][CH3:29])=[CH:26][CH:27]=4)([OH:21])[CH3:20])[CH:12]([CH3:30])[C:11]=3[N:10]=[N:9]2)=[CH:4][CH:3]=1. The yield is 0.460. (9) The reactants are [CH2:1]([O:8][C:9]([NH:11][C@H:12]([CH2:20][OH:21])[C@H:13]([O:15][C:16]([CH3:19])([CH3:18])[CH3:17])[CH3:14])=[O:10])[C:2]1[CH:7]=[CH:6][CH:5]=[CH:4][CH:3]=1.[CH3:22][S:23](Cl)(=[O:25])=[O:24]. The catalyst is N1C=CC=CC=1.CCOC(C)=O. The yield is 1.00. The product is [CH2:1]([O:8][C:9]([NH:11][C@H:12]([CH2:20][O:21][S:23]([CH3:22])(=[O:25])=[O:24])[C@H:13]([O:15][C:16]([CH3:17])([CH3:19])[CH3:18])[CH3:14])=[O:10])[C:2]1[CH:3]=[CH:4][CH:5]=[CH:6][CH:7]=1.